From a dataset of Reaction yield outcomes from USPTO patents with 853,638 reactions. Predict the reaction yield, written as a fraction of the theoretical maximum amount of product (1.0 means a 100% yield; for example, 0.34 means a 34% yield). (1) The reactants are Br[CH2:2][C:3]1[CH:8]=[CH:7][C:6]([Cl:9])=[C:5]([O:10][CH3:11])[CH:4]=1.[C-:12]#[N:13].[Na+]. The catalyst is C(O)C. The product is [Cl:9][C:6]1[CH:7]=[CH:8][C:3]([CH2:2][C:12]#[N:13])=[CH:4][C:5]=1[O:10][CH3:11]. The yield is 0.480. (2) The reactants are Br[C:2]1[CH:3]=[N:4][N:5]([C:9]2[CH:24]=[CH:23][C:12]([C:13]([NH:15][CH2:16][CH:17]3[CH2:22][CH2:21][O:20][CH2:19][CH2:18]3)=[O:14])=[CH:11][N:10]=2)[C:6]=1[O:7][CH3:8].[C:25]([C:27]1[CH:32]=[CH:31][C:30](B(O)O)=[C:29]([CH3:36])[CH:28]=1)#[N:26].C(=O)([O-])[O-].[Na+].[Na+]. The catalyst is O1CCOCC1.O.C1C=CC(P(C2C=CC=CC=2)[C-]2C=CC=C2)=CC=1.C1C=CC(P(C2C=CC=CC=2)[C-]2C=CC=C2)=CC=1.Cl[Pd]Cl.[Fe+2].C(Cl)Cl. The product is [C:25]([C:27]1[CH:32]=[CH:31][C:30]([C:2]2[CH:3]=[N:4][N:5]([C:9]3[CH:24]=[CH:23][C:12]([C:13]([NH:15][CH2:16][CH:17]4[CH2:22][CH2:21][O:20][CH2:19][CH2:18]4)=[O:14])=[CH:11][N:10]=3)[C:6]=2[O:7][CH3:8])=[C:29]([CH3:36])[CH:28]=1)#[N:26]. The yield is 1.00.